Dataset: Full USPTO retrosynthesis dataset with 1.9M reactions from patents (1976-2016). Task: Predict the reactants needed to synthesize the given product. (1) Given the product [C:5]([O:4][C:1]1[CH:31]=[CH:30][C:29]([CH2:28][CH2:27][C:20]2[CH:19]=[C:18]3[C:23]([C:24]4[CH:25]=[CH:26][C:14]([O:13][CH2:8][CH2:9][CH2:10][CH2:11][CH3:12])=[CH:15][C:16]=4[CH2:17]3)=[CH:22][CH:21]=2)=[CH:34][CH:2]=1)(=[O:7])[CH3:6], predict the reactants needed to synthesize it. The reactants are: [C:1]([O:4][C:5](=[O:7])[CH3:6])(=O)[CH3:2].[CH2:8]([O:13][C:14]1[CH:26]=[CH:25][C:24]2[C:23]3[C:18](=[CH:19][C:20]([CH2:27][CH2:28][C:29]4[CH:34]=CC(O)=[CH:31][CH:30]=4)=[CH:21][CH:22]=3)[CH2:17][C:16]=2[CH:15]=1)[CH2:9][CH2:10][CH2:11][CH3:12].N1C=CC=CC=1. (2) Given the product [CH2:8]1[C:9]2[C:14](=[CH:13][CH:12]=[CH:11][CH:10]=2)[CH2:15][CH:7]1[O:6][C:5]1[CH:16]=[CH:17][C:2](/[CH:25]=[CH:24]/[C:23]([O:27][CH3:28])=[O:26])=[CH:3][CH:4]=1, predict the reactants needed to synthesize it. The reactants are: Br[C:2]1[CH:17]=[CH:16][C:5]([O:6][CH:7]2[CH2:15][C:14]3[C:9](=[CH:10][CH:11]=[CH:12][CH:13]=3)[CH2:8]2)=[CH:4][CH:3]=1.C(=O)([O-])O.[Na+].[C:23]([O:27][CH3:28])(=[O:26])[CH:24]=[CH2:25]. (3) Given the product [F:22][C:19]1[CH:20]=[CH:21][C:16]([C:4]2[C:3]([CH2:2][O:31][C:25]3[CH:30]=[CH:29][CH:28]=[CH:27][CH:26]=3)=[C:12]3[C:7]([NH:8][C:9]([CH3:15])([CH3:14])[C:10](=[O:13])[NH:11]3)=[CH:6][CH:5]=2)=[C:17]([O:23][CH3:24])[CH:18]=1, predict the reactants needed to synthesize it. The reactants are: Cl[CH2:2][C:3]1[C:4]([C:16]2[CH:21]=[CH:20][C:19]([F:22])=[CH:18][C:17]=2[O:23][CH3:24])=[CH:5][CH:6]=[C:7]2[C:12]=1[NH:11][C:10](=[O:13])[C:9]([CH3:15])([CH3:14])[NH:8]2.[C:25]1([OH:31])[CH:30]=[CH:29][CH:28]=[CH:27][CH:26]=1.C(=O)([O-])[O-].[K+].[K+].C(OCC)(=O)C. (4) Given the product [F:26][C:23]1[CH:24]=[CH:25][C:20]([C:15]2[C:14]([N:11]3[CH2:10][CH2:9][NH:8][CH2:13][CH2:12]3)=[CH:19][CH:18]=[CH:17][N:16]=2)=[CH:21][CH:22]=1, predict the reactants needed to synthesize it. The reactants are: C(OC([N:8]1[CH2:13][CH2:12][N:11]([C:14]2[C:15]([C:20]3[CH:25]=[CH:24][C:23]([F:26])=[CH:22][CH:21]=3)=[N:16][CH:17]=[CH:18][CH:19]=2)[CH2:10][CH2:9]1)=O)(C)(C)C.FC(F)(F)C(O)=O. (5) Given the product [OH:4][C:5]1[CH:16]=[CH:15][C:8]2[CH:9]=[C:10]([C:12](=[O:14])[CH2:13][C:25](=[O:34])/[CH:26]=[CH:27]/[C:28]3[CH:33]=[CH:32][CH:31]=[CH:30][CH:29]=3)[O:11][C:7]=2[CH:6]=1, predict the reactants needed to synthesize it. The reactants are: C([O:4][C:5]1[CH:16]=[CH:15][C:8]2[CH:9]=[C:10]([C:12](=[O:14])[CH3:13])[O:11][C:7]=2[CH:6]=1)(=O)C.C(NC(C)C)(C)C.[Li].[C:25](Cl)(=[O:34])[CH:26]=[CH:27][C:28]1[CH:33]=[CH:32][CH:31]=[CH:30][CH:29]=1.Cl.